This data is from Peptide-MHC class II binding affinity with 134,281 pairs from IEDB. The task is: Regression. Given a peptide amino acid sequence and an MHC pseudo amino acid sequence, predict their binding affinity value. This is MHC class II binding data. (1) The peptide sequence is CISMIGLCACVVDVW. The MHC is DRB1_0404 with pseudo-sequence DRB1_0404. The binding affinity (normalized) is 0.367. (2) The peptide sequence is YDKFLAYVSTVLTGK. The MHC is DRB1_0401 with pseudo-sequence DRB1_0401. The binding affinity (normalized) is 0.724. (3) The binding affinity (normalized) is 0.0810. The MHC is HLA-DPA10103-DPB10301 with pseudo-sequence HLA-DPA10103-DPB10301. The peptide sequence is EAMEKELREAFRLYD. (4) The peptide sequence is YDKFDANVSTVLTGK. The MHC is DRB1_0802 with pseudo-sequence DRB1_0802. The binding affinity (normalized) is 0.298. (5) The peptide sequence is YDKFLANVSTVLTHK. The MHC is DRB1_0404 with pseudo-sequence DRB1_0404. The binding affinity (normalized) is 0.739. (6) The binding affinity (normalized) is 0.667. The MHC is DRB1_0404 with pseudo-sequence DRB1_0404. The peptide sequence is YDKFLACVSTVLTGK. (7) The peptide sequence is QGVADAYITLVTLPK. The MHC is DRB1_0301 with pseudo-sequence DRB1_0301. The binding affinity (normalized) is 0.165.